This data is from Retrosynthesis with 50K atom-mapped reactions and 10 reaction types from USPTO. The task is: Predict the reactants needed to synthesize the given product. (1) The reactants are: CC(C(=O)O)c1ccc(CNS(C)(=O)=O)c(F)c1.CCCCCc1nc(C(F)(F)F)ccc1CN. Given the product CCCCCc1nc(C(F)(F)F)ccc1CNC(=O)C(C)c1ccc(CNS(C)(=O)=O)c(F)c1, predict the reactants needed to synthesize it. (2) The reactants are: CC1(C)CNCCN1S(C)(=O)=O.O=Cc1cc2nc(Cl)nc(N3CCOCC3)c2s1. Given the product CC1(C)CN(Cc2cc3nc(Cl)nc(N4CCOCC4)c3s2)CCN1S(C)(=O)=O, predict the reactants needed to synthesize it. (3) Given the product FC(F)(F)c1cc(Nc2ccc3c(c2)OCO3)nc(-c2ccncc2)n1, predict the reactants needed to synthesize it. The reactants are: FC(F)(F)c1cc(Cl)nc(-c2ccncc2)n1.Nc1ccc2c(c1)OCO2. (4) Given the product Nc1nc(Cl)cc(-c2cccc(Br)c2)n1, predict the reactants needed to synthesize it. The reactants are: Nc1nc(Cl)cc(Cl)n1.OB(O)c1cccc(Br)c1.